This data is from Catalyst prediction with 721,799 reactions and 888 catalyst types from USPTO. The task is: Predict which catalyst facilitates the given reaction. (1) Reactant: C(OC([N:8]1[CH2:13][CH2:12][N:11]([C:14]2[C:19]([CH:20]3[CH2:22][CH2:21]3)=[CH:18][C:17]([CH3:23])=[CH:16][N:15]=2)[CH2:10][CH2:9]1)=O)(C)(C)C.[ClH:24].C(OCC)(=O)C.C(OCC)(=O)C. Product: [ClH:24].[CH:20]1([C:19]2[C:14]([N:11]3[CH2:12][CH2:13][NH:8][CH2:9][CH2:10]3)=[N:15][CH:16]=[C:17]([CH3:23])[CH:18]=2)[CH2:21][CH2:22]1. The catalyst class is: 22. (2) Reactant: Br.[NH+]1C=CC=CC=1.[Br:8][C:9]1[C:14]([O:15][CH3:16])=[CH:13][N:12]=[C:11]([O:17]C)[CH:10]=1. Product: [Br:8][C:9]1[C:14]([O:15][CH3:16])=[CH:13][NH:12][C:11](=[O:17])[CH:10]=1. The catalyst class is: 9. (3) Reactant: [H-].[Al+3].[Li+].[H-].[H-].[H-].[CH3:7][O:8][C:9]1[CH:10]=[C:11]([CH:16]=[CH:17][N:18]=1)[C:12](OC)=[O:13].O.[OH-].[Na+]. Product: [CH3:7][O:8][C:9]1[CH:10]=[C:11]([CH2:12][OH:13])[CH:16]=[CH:17][N:18]=1. The catalyst class is: 385. (4) Reactant: [N+:1]([C:4]1[CH:9]=[CH:8][C:7]([S:10](Cl)(=[O:12])=[O:11])=[CH:6][CH:5]=1)([O-:3])=[O:2].[OH:14][CH:15]1[CH2:20][CH2:19][CH2:18][N:17]([C:21]([O:23][C:24]([CH3:27])([CH3:26])[CH3:25])=[O:22])[CH2:16]1.N1C=CC=CC=1.C(=O)(O)[O-].[Na+]. Product: [N+:1]([C:4]1[CH:5]=[CH:6][C:7]([S:10]([O:14][CH:15]2[CH2:20][CH2:19][CH2:18][N:17]([C:21]([O:23][C:24]([CH3:27])([CH3:26])[CH3:25])=[O:22])[CH2:16]2)(=[O:12])=[O:11])=[CH:8][CH:9]=1)([O-:3])=[O:2]. The catalyst class is: 2. (5) Reactant: [Br:1][C:2]1[CH:3]=[CH:4][C:5]([N+:18]([O-])=O)=[C:6](/[CH:8]=[C:9](\[CH2:15][C:16]#[N:17])/[C:10]([O:12][CH2:13][CH3:14])=[O:11])[CH:7]=1. Product: [NH2:17][C:16]1[CH2:15][C:9]([C:10]([O:12][CH2:13][CH3:14])=[O:11])=[CH:8][C:6]2[CH:7]=[C:2]([Br:1])[CH:3]=[CH:4][C:5]=2[N:18]=1. The catalyst class is: 180. (6) Reactant: C[Si](C)(C)N[Si](C)(C)C.[Li].[CH3:11][C:12]([C:14]1[CH:15]=[CH:16][C:17]([OH:21])=[CH:18][C:19]=1[OH:20])=[O:13].C([O:24][C:25](=O)[C:26]1[CH:31]=[C:30]([O:32][CH2:33][C:34]2[CH:39]=[CH:38][CH:37]=[CH:36][CH:35]=2)[CH:29]=[C:28]([O:40][CH2:41][C:42]2[CH:47]=[CH:46][CH:45]=[CH:44][CH:43]=2)[CH:27]=1)C.Cl. Product: [CH2:41]([O:40][C:28]1[CH:27]=[C:26]([C:25](=[O:24])[CH2:11][C:12]([C:14]2[CH:15]=[CH:16][C:17]([OH:21])=[CH:18][C:19]=2[OH:20])=[O:13])[CH:31]=[C:30]([O:32][CH2:33][C:34]2[CH:35]=[CH:36][CH:37]=[CH:38][CH:39]=2)[CH:29]=1)[C:42]1[CH:43]=[CH:44][CH:45]=[CH:46][CH:47]=1. The catalyst class is: 7. (7) Reactant: [O:1]=[C:2]1[N:6]([C:7]2[CH:12]=[CH:11][C:10]([N:13]3[CH2:18][CH2:17][O:16][CH2:15][C:14]3=[O:19])=[CH:9][CH:8]=2)[CH2:5][C@H:4]([CH2:20][N:21]2C(=O)C3C(=CC=CC=3)C2=O)[O:3]1.CN.[C:34]([OH:44])(=[O:43])[CH:35]([C:37]1[CH:42]=[CH:41][CH:40]=[CH:39][CH:38]=1)[OH:36]. Product: [C:34]([O-:44])(=[O:43])[C@H:35]([C:37]1[CH:42]=[CH:41][CH:40]=[CH:39][CH:38]=1)[OH:36].[NH2:21][CH2:20][C@@H:4]1[O:3][C:2](=[O:1])[N:6]([C:7]2[CH:12]=[CH:11][C:10]([N:13]3[CH2:18][CH2:17][O:16][CH2:15][C:14]3=[O:19])=[CH:9][CH:8]=2)[CH2:5]1. The catalyst class is: 5.